Predict the product of the given reaction. From a dataset of Forward reaction prediction with 1.9M reactions from USPTO patents (1976-2016). (1) The product is: [F:28][C:20]1[CH:21]=[C:22]([S:24]([CH3:27])(=[O:26])=[O:25])[C:23]2[C:15]([C:2]3[CH:3]=[CH:4][C:5]4[C:10](=[CH:9][CH:8]=[CH:7][CH:6]=4)[CH:1]=3)=[C:16]3[CH:31]([CH2:32][C:33]([OH:35])=[O:34])[CH2:30][CH2:29][N:17]3[C:18]=2[CH:19]=1. Given the reactants [CH:1]1[C:10]2[C:5](=[CH:6][CH:7]=[CH:8][CH:9]=2)[CH:4]=[CH:3][C:2]=1B(O)O.Br[C:15]1[C:23]2[C:22]([S:24]([CH3:27])(=[O:26])=[O:25])=[CH:21][C:20]([F:28])=[CH:19][C:18]=2[N:17]2[CH2:29][CH2:30][CH:31]([CH2:32][C:33]([O:35]C)=[O:34])[C:16]=12, predict the reaction product. (2) Given the reactants [Cl-].[O:2]1[CH:6]=[CH:5][C:4]([C:7]2[CH:8]=[C:9]([C:27]([F:30])([F:29])[F:28])[C:10]3[N:11]([CH:13]=[C:14]([CH2:16][N+:17]45CN6CN(CN(C6)C4)C5)[N:15]=3)[CH:12]=2)=[CH:3]1.Cl.CCOCC.C(Cl)[Cl:38], predict the reaction product. The product is: [ClH:38].[O:2]1[CH:6]=[CH:5][C:4]([C:7]2[CH:8]=[C:9]([C:27]([F:29])([F:28])[F:30])[C:10]3[N:11]([CH:13]=[C:14]([CH2:16][NH2:17])[N:15]=3)[CH:12]=2)=[CH:3]1. (3) Given the reactants [S:1]1[CH:5]=[CH:4][CH:3]=[C:2]1[C:6]#[C:7][CH2:8][O:9][CH2:10][CH2:11][N:12]1[C:24]2[C:23]3[CH:22]=[CH:21][CH:20]=[CH:19][C:18]=3[N:17]=[CH:16][C:15]=2[N:14]=[CH:13]1, predict the reaction product. The product is: [S:1]1[CH:5]=[CH:4][CH:3]=[C:2]1[CH2:6][CH2:7][CH2:8][O:9][CH2:10][CH2:11][N:12]1[C:24]2[C:23]3[CH:22]=[CH:21][CH:20]=[CH:19][C:18]=3[N:17]=[CH:16][C:15]=2[N:14]=[CH:13]1. (4) Given the reactants [C:1]1([C:7]2[C:8]3[N:9]([N:14]=[C:15]([NH2:17])[N:16]=3)[CH:10]=[C:11]([CH3:13])[CH:12]=2)[CH2:6][CH2:5][CH2:4][CH2:3][CH:2]=1.[CH3:18][C:19]1[N:24]=[CH:23][N:22]=[C:21]([N:25]2[CH2:30][CH2:29][C:28](=O)[CH2:27][CH2:26]2)[CH:20]=1.C(Cl)Cl, predict the reaction product. The product is: [C:1]1([C:7]2[C:8]3[N:9]([N:14]=[C:15]([NH:17][CH:28]4[CH2:29][CH2:30][N:25]([C:21]5[CH:20]=[C:19]([CH3:18])[N:24]=[CH:23][N:22]=5)[CH2:26][CH2:27]4)[N:16]=3)[CH:10]=[C:11]([CH3:13])[CH:12]=2)[CH2:6][CH2:5][CH2:4][CH2:3][CH:2]=1. (5) The product is: [CH3:1][C:2]1[CH:7]=[CH:6][C:5]([S:8]([O:11][CH2:12][CH:13]2[CH2:17][C:16]3[C:18]([C:25]4[CH:26]=[CH:27][CH:28]=[CH:29][C:24]=4[CH3:23])=[CH:19][CH:20]=[CH:21][C:15]=3[O:14]2)(=[O:10])=[O:9])=[CH:4][CH:3]=1. Given the reactants [CH3:1][C:2]1[CH:7]=[CH:6][C:5]([S:8]([O:11][CH2:12][CH:13]2[CH2:17][C:16]3[C:18](Br)=[CH:19][CH:20]=[CH:21][C:15]=3[O:14]2)(=[O:10])=[O:9])=[CH:4][CH:3]=1.[CH3:23][C:24]1[CH:29]=[CH:28][CH:27]=[CH:26][C:25]=1B(O)O.C(=O)([O-])[O-].[K+].[K+].CC1C=CC(S(OCC2CC3C(C4C=CC=CC=4)=CC=CC=3O2)(=O)=O)=CC=1, predict the reaction product. (6) Given the reactants [Br:1][C:2]1[N:6]2[CH2:7][CH2:8][CH2:9][N:10]([CH3:12])[CH2:11][C:5]2=[C:4]([C:13]([NH:15][C@@H:16]([CH2:21][CH:22]([CH3:24])[CH3:23])[C:17]([NH:19]C)=[O:18])=[O:14])[N:3]=1.N[C@H](C(N)=O)CC(C)C, predict the reaction product. The product is: [NH2:19][C:17](=[O:18])[C@@H:16]([NH:15][C:13]([C:4]1[N:3]=[C:2]([Br:1])[N:6]2[CH2:7][CH2:8][CH2:9][N:10]([CH3:12])[CH2:11][C:5]=12)=[O:14])[CH2:21][CH:22]([CH3:24])[CH3:23]. (7) The product is: [CH2:1]([O:3][C:4]([C:6]1([NH:22][C:44]([O:47][C:50]([CH3:56])([CH3:55])[CH3:51])=[O:45])[CH2:7][N:8]([C:10]([O:12][C:13]([CH3:14])([CH3:15])[CH3:16])=[O:11])[CH2:9]1)=[O:5])[CH3:2]. Given the reactants [CH2:1]([O:3][C:4]([C:6]1(C(O)=O)[CH2:9][N:8]([C:10]([O:12][C:13]([CH3:16])([CH3:15])[CH3:14])=[O:11])[CH2:7]1)=[O:5])[CH3:2].C([N:22](CC)CC)C.C1(P(N=[N+]=[N-])(C2C=CC=CC=2)=O)C=CC=CC=1.[C:44]([O-:47])([O-])=[O:45].[Na+].[Na+].[C:50]1([CH3:56])[CH:55]=CC=C[CH:51]=1, predict the reaction product.